From a dataset of Full USPTO retrosynthesis dataset with 1.9M reactions from patents (1976-2016). Predict the reactants needed to synthesize the given product. (1) Given the product [CH2:1]([O:3][C:4]([N:6]1[CH2:7][CH2:8][N:9]([CH2:12][C:13]#[C:14][C:20]2[CH:19]=[CH:18][CH:17]=[C:16]([Cl:15])[CH:21]=2)[CH2:10][CH2:11]1)=[O:5])[CH3:2], predict the reactants needed to synthesize it. The reactants are: [CH2:1]([O:3][C:4]([N:6]1[CH2:11][CH2:10][N:9]([CH2:12][C:13]#[CH:14])[CH2:8][CH2:7]1)=[O:5])[CH3:2].[Cl:15][C:16]1[CH:17]=[C:18](I)[CH:19]=[CH:20][CH:21]=1.O. (2) Given the product [Br:1][C:2]1[CH:7]=[CH:6][C:5]([O:8][CH2:9][CH3:10])=[CH:4][C:3]=1[CH2:11][C:12](=[O:13])[CH2:18][CH3:19], predict the reactants needed to synthesize it. The reactants are: [Br:1][C:2]1[CH:7]=[CH:6][C:5]([O:8][CH2:9][CH3:10])=[CH:4][C:3]=1[CH2:11][C:12](N(OC)C)=[O:13].[CH2:18]([Mg]Br)[CH3:19].